Dataset: Full USPTO retrosynthesis dataset with 1.9M reactions from patents (1976-2016). Task: Predict the reactants needed to synthesize the given product. (1) Given the product [ClH:1].[ClH:1].[N:2]12[CH2:9][C@H:6]([CH2:7][CH2:8]1)[CH2:5][C@@H:4]([NH2:12])[CH2:3]2, predict the reactants needed to synthesize it. The reactants are: [ClH:1].[N:2]12[CH2:9][C@H:6]([CH2:7][CH2:8]1)[CH2:5][C:4](=O)[CH2:3]2.Cl.[NH2:12]O.O.O.O.C([O-])(=O)C.[Na+].[Na]. (2) Given the product [CH3:17][C:16]([CH3:19])([CH3:18])[C:15]([NH:1][C:2]1[CH:7]=[CH:6][CH:5]=[CH:4][N:3]=1)=[O:20], predict the reactants needed to synthesize it. The reactants are: [NH2:1][C:2]1[CH:7]=[CH:6][CH:5]=[CH:4][N:3]=1.C(N(CC)CC)C.[C:15](Cl)(=[O:20])[C:16]([CH3:19])([CH3:18])[CH3:17].O. (3) Given the product [NH2:7][CH2:10][C:11]1([CH2:28][OH:29])[CH2:16][CH2:15][N:14]([CH2:17][CH2:18][O:19][CH2:20][CH2:21][C:22]2[CH:23]=[CH:24][CH:25]=[CH:26][CH:27]=2)[CH2:13][CH2:12]1, predict the reactants needed to synthesize it. The reactants are: [H-].[Al+3].[Li+].[H-].[H-].[H-].[N:7]([CH2:10][C:11]1([C:28](OC)=[O:29])[CH2:16][CH2:15][N:14]([CH2:17][CH2:18][O:19][CH2:20][CH2:21][C:22]2[CH:27]=[CH:26][CH:25]=[CH:24][CH:23]=2)[CH2:13][CH2:12]1)=[N+]=[N-].O.O.O.O.O.O.O.O.O.O.S([O-])([O-])(=O)=O.[Na+].[Na+].[OH-].[Na+]. (4) Given the product [CH3:17][O:20][C:19]1[O:21][C:6](=[O:7])[N:5]([C:9]2[CH:14]=[CH:13][C:25]([N:23]([CH3:22])[CH3:24])=[C:11]([CH3:12])[CH:10]=2)[N:4]=1, predict the reactants needed to synthesize it. The reactants are: COC1[O:7][C:6](=O)[N:5]([C:9]2[CH:14]=[CH:13][C:12](N)=[C:11](C)[CH:10]=2)[N:4]=1.[CH2:17]=O.[CH:19]([OH:21])=[O:20].[CH3:22][N:23]([CH:25]=O)[CH3:24]. (5) Given the product [CH2:13]([O:12][C:5](=[O:11])[C:6](=[O:8])[CH2:22][C:20]1[C:19]([N+:23]([O-:25])=[O:24])=[CH:18][N:17]=[C:16]([Cl:15])[CH:21]=1)[CH3:14], predict the reactants needed to synthesize it. The reactants are: [O-]CC.[K+].[C:5]([O:12][CH2:13][CH3:14])(=[O:11])[C:6]([O:8]CC)=O.[Cl:15][C:16]1[CH:21]=[C:20]([CH3:22])[C:19]([N+:23]([O-:25])=[O:24])=[CH:18][N:17]=1.C(O)(=O)C.